Dataset: Forward reaction prediction with 1.9M reactions from USPTO patents (1976-2016). Task: Predict the product of the given reaction. The product is: [C:6]1([C:12]2[C:16]3[CH:17]=[CH:18][CH:19]=[CH:20][C:15]=3[O:14][C:13]=2[CH2:21][O:22][S:2]([CH3:1])(=[O:4])=[O:3])[CH:7]=[CH:8][CH:9]=[CH:10][CH:11]=1. Given the reactants [CH3:1][S:2](Cl)(=[O:4])=[O:3].[C:6]1([C:12]2[C:16]3[CH:17]=[CH:18][CH:19]=[CH:20][C:15]=3[O:14][C:13]=2[CH2:21][OH:22])[CH:11]=[CH:10][CH:9]=[CH:8][CH:7]=1.CCN(C(C)C)C(C)C, predict the reaction product.